From a dataset of Catalyst prediction with 721,799 reactions and 888 catalyst types from USPTO. Predict which catalyst facilitates the given reaction. Reactant: [Cl:1][C:2]1[N:7]=[C:6](Cl)[C:5]([F:9])=[CH:4][N:3]=1.[NH2:10][C@@H:11]1[CH2:16][CH2:15][CH2:14][N:13]([C:17]([O:19][C:20]([CH3:23])([CH3:22])[CH3:21])=[O:18])[CH2:12]1.CCN(C(C)C)C(C)C. Product: [Cl:1][C:2]1[N:7]=[C:6]([NH:10][C@@H:11]2[CH2:16][CH2:15][CH2:14][N:13]([C:17]([O:19][C:20]([CH3:23])([CH3:22])[CH3:21])=[O:18])[CH2:12]2)[C:5]([F:9])=[CH:4][N:3]=1. The catalyst class is: 37.